This data is from Full USPTO retrosynthesis dataset with 1.9M reactions from patents (1976-2016). The task is: Predict the reactants needed to synthesize the given product. (1) Given the product [Cl:21][C:22]1[CH:23]=[CH:24][C:25]([CH:28]([C:35]2[CH:36]=[CH:37][CH:38]=[CH:39][CH:40]=2)[N:29]2[CH2:30][CH2:31][N:32]([C:15](=[O:17])[CH2:14][O:13][C:10]3[CH:9]=[CH:8][C:7]([CH2:6][C@H:5]([O:18][CH3:19])[C:4]([OH:3])=[O:20])=[CH:12][CH:11]=3)[CH2:33][CH2:34]2)=[CH:26][CH:27]=1, predict the reactants needed to synthesize it. The reactants are: C([O:3][C:4](=[O:20])[C@@H:5]([O:18][CH3:19])[CH2:6][C:7]1[CH:12]=[CH:11][C:10]([O:13][CH2:14][C:15]([OH:17])=O)=[CH:9][CH:8]=1)C.[Cl:21][C:22]1[CH:27]=[CH:26][C:25]([CH:28]([C:35]2[CH:40]=[CH:39][CH:38]=[CH:37][CH:36]=2)[N:29]2[CH2:34][CH2:33][NH:32][CH2:31][CH2:30]2)=[CH:24][CH:23]=1.C(O[C@@H](CC1C=CC(O[C@@H](C(=O)NCCC2C=CC(OC3C=CC=CC=3)=CC=2)C)=CC=1)C(O)=O)C. (2) Given the product [NH2:1][C:2]1[C:12]([C:28]#[C:27][C:21]2[CH:26]=[CH:25][CH:24]=[CH:23][CH:22]=2)=[CH:11][C:5]([C:6]([O:8][CH2:9][CH3:10])=[O:7])=[CH:4][N:3]=1, predict the reactants needed to synthesize it. The reactants are: [NH2:1][C:2]1[C:12](Br)=[CH:11][C:5]([C:6]([O:8][CH2:9][CH3:10])=[O:7])=[CH:4][N:3]=1.C(N(CC)CC)C.[C:21]1([C:27]#[CH:28])[CH:26]=[CH:25][CH:24]=[CH:23][CH:22]=1.O. (3) Given the product [Cl-:46].[C:1]([NH:4][CH2:5][CH2:6][C:7]1[CH:12]=[C:11]([CH2:13][CH2:14][CH2:15][O:16][CH3:17])[CH:10]=[CH:9][C:8]=1[C:18]1[O:22][N:21]=[C:20]([C@@H:23]2[C@:28]([C:30]3[CH:35]=[CH:34][C:33]([F:36])=[C:32]([F:37])[CH:31]=3)([OH:29])[CH2:27][CH2:26][NH2+:25][CH2:24]2)[C:19]=1[Br:45])(=[O:3])[CH3:2], predict the reactants needed to synthesize it. The reactants are: [C:1]([NH:4][CH2:5][CH2:6][C:7]1[CH:12]=[C:11]([CH2:13][CH2:14][CH2:15][O:16][CH3:17])[CH:10]=[CH:9][C:8]=1[C:18]1[O:22][N:21]=[C:20]([C@@H:23]2[C@:28]([C:30]3[CH:35]=[CH:34][C:33]([F:36])=[C:32]([F:37])[CH:31]=3)([OH:29])[CH2:27][CH2:26][N:25](C(OC(C)(C)C)=O)[CH2:24]2)[C:19]=1[Br:45])(=[O:3])[CH3:2].[ClH:46]. (4) Given the product [F:11][C:12]1[CH:21]=[CH:20][C:15]([C:16]2[N:19]=[C:4]([CH2:3][C:1]#[N:2])[NH:6][N:7]=2)=[CH:14][CH:13]=1, predict the reactants needed to synthesize it. The reactants are: [C:1]([CH2:3][C:4]([NH:6][NH2:7])=O)#[N:2].[OH-].[Na+].Cl.[F:11][C:12]1[CH:21]=[CH:20][C:15]([C:16](=[NH:19])OC)=[CH:14][CH:13]=1. (5) The reactants are: [CH2:1]([O:8][C:9]1[C:18]2[C:13](=[CH:14][CH:15]=[CH:16][C:17]=2[Br:19])[CH:12]=[C:11]([C:20]([O:22]CC)=[O:21])[CH:10]=1)[C:2]1[CH:7]=[CH:6][CH:5]=[CH:4][CH:3]=1.CO.O[Li].O.Cl. Given the product [CH2:1]([O:8][C:9]1[C:18]2[C:13](=[CH:14][CH:15]=[CH:16][C:17]=2[Br:19])[CH:12]=[C:11]([C:20]([OH:22])=[O:21])[CH:10]=1)[C:2]1[CH:7]=[CH:6][CH:5]=[CH:4][CH:3]=1, predict the reactants needed to synthesize it. (6) Given the product [CH2:7]([N:6]1[C:5]2[CH:15]=[CH:16][C:17]([C:19]([F:22])([F:21])[F:20])=[CH:18][C:4]=2[N:3]=[C:2]1[NH:23][C:24]1[CH:25]=[CH:26][CH:27]=[C:28]2[C:33]=1[CH:32]=[C:31]([OH:34])[CH:30]=[CH:29]2)[CH2:8][C:9]1[CH:14]=[CH:13][CH:12]=[CH:11][CH:10]=1, predict the reactants needed to synthesize it. The reactants are: Cl[C:2]1[N:6]([CH2:7][CH2:8][C:9]2[CH:14]=[CH:13][CH:12]=[CH:11][CH:10]=2)[C:5]2[CH:15]=[CH:16][C:17]([C:19]([F:22])([F:21])[F:20])=[CH:18][C:4]=2[N:3]=1.[NH2:23][C:24]1[CH:25]=[CH:26][CH:27]=[C:28]2[C:33]=1[CH:32]=[C:31]([OH:34])[CH:30]=[CH:29]2.